From a dataset of Full USPTO retrosynthesis dataset with 1.9M reactions from patents (1976-2016). Predict the reactants needed to synthesize the given product. (1) Given the product [C:14]([C:7]1[C:6]([OH:16])=[C:5]([OH:4])[CH:10]=[C:9]([C:11]#[N:12])[C:8]=1[C:25]1[CH:26]=[CH:21][CH:22]=[C:23]([C:27]([N:29]([CH3:31])[CH3:30])=[O:28])[CH:24]=1)#[N:15], predict the reactants needed to synthesize it. The reactants are: C([O:4][C:5]1[CH:10]=[C:9]([C:11]#[N:12])[C:8](Br)=[C:7]([C:14]#[N:15])[C:6]=1[O:16]C(=O)C)(=O)C.B(O)(O)[C:21]1[CH:26]=[CH:25][CH:24]=[C:23]([C:27]([N:29]([CH3:31])[CH3:30])=[O:28])[CH:22]=1. (2) Given the product [C:1]([C:5]1[CH:6]=[C:7]([NH:18][C:19]([NH:21][C@@H:22]2[C:31]3[C:26](=[CH:27][CH:28]=[CH:29][CH:30]=3)[C@H:25]([O:32][C:33]3[CH:34]=[CH:35][C:36]4[N:37]([C:39]([C@@H:42]5[CH2:46][CH2:45][CH2:44][N:43]5[CH3:47])=[N:40][N:41]=4)[CH:38]=3)[CH2:24][CH2:23]2)=[O:20])[N:8]([C:10]2[CH:11]=[C:12]([CH:13]=[CH:14][CH:15]=2)[CH2:16][O:17][S:58]([CH3:57])(=[O:60])=[O:59])[N:9]=1)([CH3:4])([CH3:2])[CH3:3], predict the reactants needed to synthesize it. The reactants are: [C:1]([C:5]1[CH:6]=[C:7]([NH:18][C:19]([NH:21][C@@H:22]2[C:31]3[C:26](=[CH:27][CH:28]=[CH:29][CH:30]=3)[C@H:25]([O:32][C:33]3[CH:34]=[CH:35][C:36]4[N:37]([C:39]([C@@H:42]5[CH2:46][CH2:45][CH2:44][N:43]5[CH3:47])=[N:40][N:41]=4)[CH:38]=3)[CH2:24][CH2:23]2)=[O:20])[N:8]([C:10]2[CH:15]=[CH:14][CH:13]=[C:12]([CH2:16][OH:17])[CH:11]=2)[N:9]=1)([CH3:4])([CH3:3])[CH3:2].CCN(C(C)C)C(C)C.[CH3:57][S:58](Cl)(=[O:60])=[O:59]. (3) Given the product [CH2:2]([C:11]1[CH:12]=[CH:13][C:14]([CH2:17][N:18]2[CH2:22][CH2:21][C:20]([C:23]([O:25][CH3:26])=[O:24])([OH:34])[CH2:19]2)=[CH:15][CH:16]=1)[CH2:3][CH2:4][CH2:5][CH2:6][CH2:7][CH2:8][CH2:9][CH3:10], predict the reactants needed to synthesize it. The reactants are: [Na].[CH2:2]([C:11]1[CH:16]=[CH:15][C:14]([CH2:17][N:18]2[CH2:22][CH2:21][CH:20]([C:23]([O:25][CH3:26])=[O:24])[CH2:19]2)=[CH:13][CH:12]=1)[CH2:3][CH2:4][CH2:5][CH2:6][CH2:7][CH2:8][CH2:9][CH3:10].C1(S(N2C(C3C=CC=CC=3)O2)(=O)=[O:34])C=CC=CC=1. (4) Given the product [Cl:39][C:34]1[CH:35]=[CH:36][CH:37]=[CH:38][C:33]=1[N:32]([CH3:31])[C:13]([C:10]1[N:9]=[N:8][N:7]([CH2:6][C:5]2[CH:4]=[C:3]([C:2]([F:24])([F:23])[F:1])[CH:18]=[C:17]([C:19]([F:21])([F:22])[F:20])[CH:16]=2)[C:11]=1[Cl:12])=[O:15], predict the reactants needed to synthesize it. The reactants are: [F:1][C:2]([F:24])([F:23])[C:3]1[CH:4]=[C:5]([CH:16]=[C:17]([C:19]([F:22])([F:21])[F:20])[CH:18]=1)[CH2:6][N:7]1[C:11]([Cl:12])=[C:10]([C:13]([OH:15])=O)[N:9]=[N:8]1.C(Cl)(=O)C(Cl)=O.[CH3:31][NH:32][C:33]1[CH:38]=[CH:37][CH:36]=[CH:35][C:34]=1[Cl:39].